From a dataset of Forward reaction prediction with 1.9M reactions from USPTO patents (1976-2016). Predict the product of the given reaction. (1) Given the reactants [CH2:1]([N:8]1[C:13](=[O:14])[C:12]([O:15][CH3:16])=[C:11](Cl)[CH:10]=[N:9]1)[C:2]1[CH:7]=[CH:6][CH:5]=[CH:4][CH:3]=1.[Cl:18][C:19]1[CH:24]=[CH:23][C:22](B(O)O)=[CH:21][CH:20]=1.C([O-])([O-])=O.[Na+].[Na+], predict the reaction product. The product is: [CH2:1]([N:8]1[C:13](=[O:14])[C:12]([O:15][CH3:16])=[C:11]([C:22]2[CH:23]=[CH:24][C:19]([Cl:18])=[CH:20][CH:21]=2)[CH:10]=[N:9]1)[C:2]1[CH:7]=[CH:6][CH:5]=[CH:4][CH:3]=1. (2) Given the reactants [CH:1]1[C:6]([C:7]2[CH:12]=[CH:11][C:10]([C:13]([OH:15])=O)=[CH:9][CH:8]=2)=[CH:5][CH:4]=[C:3]([C:16]([OH:18])=O)[CH:2]=1.[NH2:19][C:20]1[CH:29]=[CH:28][C:23]2[N:24]=[C:25]([Cl:27])[NH:26][C:22]=2[CH:21]=1, predict the reaction product. The product is: [Cl:27][C:25]1[NH:24][C:23]2[CH:28]=[CH:29][C:20]([NH:19][C:13]([C:10]3[CH:9]=[CH:8][C:7]([C:6]4[CH:1]=[CH:2][C:3]([C:16]([NH:19][C:20]5[CH:29]=[CH:28][C:23]6[NH:24][C:25]([Cl:27])=[N:26][C:22]=6[CH:21]=5)=[O:18])=[CH:4][CH:5]=4)=[CH:12][CH:11]=3)=[O:15])=[CH:21][C:22]=2[N:26]=1. (3) Given the reactants [Cu][C:2]#[N:3].Br[C:5]1[C:6]([CH2:33][N:34]2[CH2:39][CH2:38][CH2:37][C@H:36]([NH:40][CH3:41])[CH2:35]2)=[C:7]([C:29]([F:32])([F:31])[F:30])[CH:8]=[C:9]2[C:14]=1[N:13]=[CH:12][N:11]([CH2:15][C:16]1[CH:21]=[C:20]([Cl:22])[CH:19]=[CH:18][C:17]=1[S:23]([CH2:26][CH3:27])(=[O:25])=[O:24])[C:10]2=[O:28].C(OCC)(=O)C, predict the reaction product. The product is: [Cl:22][C:20]1[CH:19]=[CH:18][C:17]([S:23]([CH2:26][CH3:27])(=[O:24])=[O:25])=[C:16]([CH2:15][N:11]2[C:10](=[O:28])[C:9]3[C:14](=[C:5]([C:2]#[N:3])[C:6]([CH2:33][N:34]4[CH2:39][CH2:38][CH2:37][C@H:36]([NH:40][CH3:41])[CH2:35]4)=[C:7]([C:29]([F:32])([F:30])[F:31])[CH:8]=3)[N:13]=[CH:12]2)[CH:21]=1. (4) Given the reactants Cl[C:2]1[C:11]2[C:6](=[CH:7][C:8]([F:13])=[CH:9][C:10]=2[F:12])[N:5]=[C:4]([C:14]([C:16]2[CH:21]=[CH:20][CH:19]=[CH:18][CH:17]=2)=[CH2:15])[C:3]=1[CH3:22].[CH3:23][C:24]1([CH3:39])[C:28]2=[N:29][CH:30]=[C:31]([N:33]3[CH2:38][CH2:37][O:36][CH2:35][CH2:34]3)[CH:32]=[C:27]2[NH:26][CH2:25]1.C1(P(C2CCCCC2)C2C=CC=CC=2C2C(C(C)C)=CC(C(C)C)=CC=2C(C)C)CCCCC1.CC(C)([O-])C.[Na+], predict the reaction product. The product is: [CH3:23][C:24]1([CH3:39])[C:28]2=[N:29][CH:30]=[C:31]([N:33]3[CH2:38][CH2:37][O:36][CH2:35][CH2:34]3)[CH:32]=[C:27]2[N:26]([C:2]2[C:11]3[C:6](=[CH:7][C:8]([F:13])=[CH:9][C:10]=3[F:12])[N:5]=[C:4]([C:14]([C:16]3[CH:21]=[CH:20][CH:19]=[CH:18][CH:17]=3)=[CH2:15])[C:3]=2[CH3:22])[CH2:25]1. (5) Given the reactants Br[C:2]1[CH:3]=[N:4][N:5]2[C:10]([C:11]3[CH:12]=[C:13]([NH:17][C:18](=[O:23])[CH2:19][CH:20]([CH3:22])[CH3:21])[CH:14]=[CH:15][CH:16]=3)=[CH:9][CH:8]=[N:7][C:6]=12.[CH:24]([C:26]1[CH:27]=[C:28](B(O)O)[CH:29]=[CH:30][CH:31]=1)=[O:25], predict the reaction product. The product is: [CH:24]([C:26]1[CH:31]=[C:30]([C:2]2[CH:3]=[N:4][N:5]3[C:10]([C:11]4[CH:12]=[C:13]([NH:17][C:18](=[O:23])[CH2:19][CH:20]([CH3:22])[CH3:21])[CH:14]=[CH:15][CH:16]=4)=[CH:9][CH:8]=[N:7][C:6]=23)[CH:29]=[CH:28][CH:27]=1)=[O:25]. (6) Given the reactants O=[C:2]([CH3:15])[CH2:3][S:4][C:5]1[CH:6]=[C:7]([CH2:11][C:12]([OH:14])=[O:13])[CH:8]=[CH:9][CH:10]=1.[C:16]1([NH:22]N)[CH:21]=[CH:20][CH:19]=[CH:18][CH:17]=1.Cl, predict the reaction product. The product is: [CH3:15][C:2]1[NH:22][C:16]2[C:21]([C:3]=1[S:4][C:5]1[CH:6]=[C:7]([CH2:11][C:12]([OH:14])=[O:13])[CH:8]=[CH:9][CH:10]=1)=[CH:20][CH:19]=[CH:18][CH:17]=2. (7) The product is: [CH:1]1([S:4]([C:7]2[CH:12]=[CH:11][C:10]([CH:13]([C:21]3[NH:25][C:24]([C:26]4[S:30][C:29]([CH2:31][NH:33][CH2:34][CH2:35][OH:36])=[N:28][N:27]=4)=[CH:23][CH:22]=3)[CH2:14][CH:15]3[CH2:20][CH2:19][O:18][CH2:17][CH2:16]3)=[CH:9][CH:8]=2)(=[O:5])=[O:6])[CH2:2][CH2:3]1. Given the reactants [CH:1]1([S:4]([C:7]2[CH:12]=[CH:11][C:10]([CH:13]([C:21]3[NH:25][C:24]([C:26]4[S:30][C:29]([CH:31]=O)=[N:28][N:27]=4)=[CH:23][CH:22]=3)[CH2:14][CH:15]3[CH2:20][CH2:19][O:18][CH2:17][CH2:16]3)=[CH:9][CH:8]=2)(=[O:6])=[O:5])[CH2:3][CH2:2]1.[NH2:33][CH2:34][CH2:35][OH:36].[BH4-].[Na+].C(=O)([O-])O.[Na+], predict the reaction product.